From a dataset of Forward reaction prediction with 1.9M reactions from USPTO patents (1976-2016). Predict the product of the given reaction. (1) Given the reactants [CH2:1]([O:8][C@H:9]1[C@H:14]([O:15][CH2:16][C:17]2[CH:22]=[CH:21][CH:20]=[CH:19][CH:18]=2)[C@@H:13]([O:23][CH2:24][C:25]2[CH:30]=[CH:29][CH:28]=[CH:27][CH:26]=2)[C@@:12]([C:33]2[CH:38]=[CH:37][C:36]([Cl:39])=[C:35]([CH2:40][C:41]3[CH:46]=[CH:45][C:44]([O:47][CH2:48][CH:49]([F:51])[F:50])=[CH:43][CH:42]=3)[CH:34]=2)([O:31][CH3:32])[O:11][C@:10]1([CH2:54][OH:55])[CH:52]=[O:53])[C:2]1[CH:7]=[CH:6][CH:5]=[CH:4][CH:3]=1.[BH4-].[Na+], predict the reaction product. The product is: [CH2:1]([O:8][C@H:9]1[C@H:14]([O:15][CH2:16][C:17]2[CH:22]=[CH:21][CH:20]=[CH:19][CH:18]=2)[C@@H:13]([O:23][CH2:24][C:25]2[CH:30]=[CH:29][CH:28]=[CH:27][CH:26]=2)[C@@:12]([C:33]2[CH:38]=[CH:37][C:36]([Cl:39])=[C:35]([CH2:40][C:41]3[CH:42]=[CH:43][C:44]([O:47][CH2:48][CH:49]([F:51])[F:50])=[CH:45][CH:46]=3)[CH:34]=2)([O:31][CH3:32])[O:11][C:10]1([CH2:54][OH:55])[CH2:52][OH:53])[C:2]1[CH:3]=[CH:4][CH:5]=[CH:6][CH:7]=1. (2) Given the reactants NC1C=CC(C#N)=NC=1N.ClC1C=C(C=CC=1Cl)[O:15]C1C=CC(C=O)=CC=1.CN(C)C(=O)C.[Cl:34][C:35]1[CH:36]=[C:37]([CH:56]=[CH:57][C:58]=1[Cl:59])[O:38][C:39]1[CH:44]=[CH:43][C:42]([C:45]2[NH:46][C:47]3[C:48]([N:55]=2)=[N:49][C:50]([C:53]#[N:54])=[CH:51][CH:52]=3)=[CH:41][CH:40]=1, predict the reaction product. The product is: [Cl:34][C:35]1[CH:36]=[C:37]([CH:56]=[CH:57][C:58]=1[Cl:59])[O:38][C:39]1[CH:44]=[CH:43][C:42]([C:45]2[NH:46][C:47]3[C:48]([N:55]=2)=[N:49][C:50]([C:53]([NH2:54])=[O:15])=[CH:51][CH:52]=3)=[CH:41][CH:40]=1. (3) The product is: [CH2:10]([N:9]1[C@@H:5]([CH2:4][SH:3])[C@H:6]([C:25]([NH2:27])=[O:26])[N:7]([CH2:18][C:19]2[CH:20]=[CH:21][CH:22]=[CH:23][CH:24]=2)[C:8]1=[O:17])[C:11]1[CH:16]=[CH:15][CH:14]=[CH:13][CH:12]=1. Given the reactants [CH2:4]([C@@H:5]1[N:9]([CH2:10][C:11]2[CH:12]=[CH:13][CH:14]=[CH:15][CH:16]=2)[C:8](=[O:17])[N:7]([CH2:18][C:19]2[CH:20]=[CH:21][CH:22]=[CH:23][CH:24]=2)[C@@H:6]1[C:25]([NH2:27])=[O:26])[S:3][S:3][CH2:4][C@@H:5]1[N:9]([CH2:10][C:11]2[CH:16]=[CH:15][CH:14]=[CH:13][CH:12]=2)[C:8](=[O:17])[N:7]([CH2:18][C:19]2[CH:24]=[CH:23][CH:22]=[CH:21][CH:20]=2)[C@@H:6]1[C:25]([NH2:27])=[O:26].C(OCC)(=O)C, predict the reaction product.